Dataset: Forward reaction prediction with 1.9M reactions from USPTO patents (1976-2016). Task: Predict the product of the given reaction. (1) Given the reactants [O:1]1[CH2:6][CH2:5][N:4]([CH2:7][CH2:8][OH:9])[CH2:3][CH2:2]1.[CH:10]1[C:19]2[C:14](=[CH:15][CH:16]=[CH:17][CH:18]=2)[CH:13]=[CH:12][C:11]=1[C:20](Cl)=[O:21], predict the reaction product. The product is: [CH:10]1[C:19]2[C:14](=[CH:15][CH:16]=[CH:17][CH:18]=2)[CH:13]=[CH:12][C:11]=1[C:20]([O:9][CH2:8][CH2:7][N:4]1[CH2:5][CH2:6][O:1][CH2:2][CH2:3]1)=[O:21]. (2) Given the reactants [CH3:1][C:2]1[CH:8]=[C:7]([CH3:9])[CH:6]=[CH:5][C:3]=1[NH2:4].[N+:10]([O-])([OH:12])=[O:11].Cl, predict the reaction product. The product is: [CH3:9][C:7]1[CH:8]=[C:2]([CH3:1])[C:3]([NH2:4])=[C:5]([N+:10]([O-:12])=[O:11])[CH:6]=1.